Dataset: Experimental lipophilicity measurements (octanol/water distribution) for 4,200 compounds from AstraZeneca. Task: Regression/Classification. Given a drug SMILES string, predict its absorption, distribution, metabolism, or excretion properties. Task type varies by dataset: regression for continuous measurements (e.g., permeability, clearance, half-life) or binary classification for categorical outcomes (e.g., BBB penetration, CYP inhibition). For this dataset (lipophilicity_astrazeneca), we predict Y. (1) The compound is CC(=O)N1CCN(CCOc2ccc(C3(O)CCN(c4ccc5nnc(C(F)(F)F)n5n4)CC3)cc2)CC1. The Y is 2.20 logD. (2) The compound is COc1cc(C(=O)Nc2cc(NC(=O)c3cccc(N(C)C)c3)ccc2C)cc(OC)c1OC. The Y is 2.54 logD. (3) The drug is Cc1c(Sc2ccc(Cl)cc2)c2cc(-c3ccccc3)ccc2n1CC(=O)O. The Y is 3.70 logD. (4) The compound is Cn1cc(-c2ccc(O)cc2)c(=O)c2c(O)cc(O)cc21. The Y is 2.20 logD.